From a dataset of Peptide-MHC class I binding affinity with 185,985 pairs from IEDB/IMGT. Regression. Given a peptide amino acid sequence and an MHC pseudo amino acid sequence, predict their binding affinity value. This is MHC class I binding data. (1) The peptide sequence is IPAALIILL. The MHC is H-2-Kd with pseudo-sequence H-2-Kd. The binding affinity (normalized) is 0.622. (2) The peptide sequence is ALALEQYGI. The MHC is HLA-A02:06 with pseudo-sequence HLA-A02:06. The binding affinity (normalized) is 0.417. (3) The peptide sequence is QWSPGPGRL. The MHC is HLA-B15:01 with pseudo-sequence HLA-B15:01. The binding affinity (normalized) is 0.0847. (4) The peptide sequence is SYLRRTQSM. The MHC is HLA-A30:01 with pseudo-sequence HLA-A30:01. The binding affinity (normalized) is 0.898. (5) The peptide sequence is AGLQVINL. The MHC is H-2-Kb with pseudo-sequence H-2-Kb. The binding affinity (normalized) is 0.511. (6) The MHC is HLA-B35:01 with pseudo-sequence HLA-B35:01. The binding affinity (normalized) is 0. The peptide sequence is RPQKRPSCI.